Dataset: NCI-60 drug combinations with 297,098 pairs across 59 cell lines. Task: Regression. Given two drug SMILES strings and cell line genomic features, predict the synergy score measuring deviation from expected non-interaction effect. (1) Synergy scores: CSS=-1.50, Synergy_ZIP=3.59, Synergy_Bliss=3.37, Synergy_Loewe=3.24, Synergy_HSA=-2.55. Drug 2: C1=CN(C=N1)CC(O)(P(=O)(O)O)P(=O)(O)O. Cell line: U251. Drug 1: CCC1(CC2CC(C3=C(CCN(C2)C1)C4=CC=CC=C4N3)(C5=C(C=C6C(=C5)C78CCN9C7C(C=CC9)(C(C(C8N6C=O)(C(=O)OC)O)OC(=O)C)CC)OC)C(=O)OC)O.OS(=O)(=O)O. (2) Drug 1: CCCS(=O)(=O)NC1=C(C(=C(C=C1)F)C(=O)C2=CNC3=C2C=C(C=N3)C4=CC=C(C=C4)Cl)F. Drug 2: CCC1(C2=C(COC1=O)C(=O)N3CC4=CC5=C(C=CC(=C5CN(C)C)O)N=C4C3=C2)O.Cl. Cell line: HCT116. Synergy scores: CSS=36.9, Synergy_ZIP=-1.08, Synergy_Bliss=-1.58, Synergy_Loewe=-48.0, Synergy_HSA=-2.86. (3) Cell line: OVCAR-4. Drug 2: CN(C)N=NC1=C(NC=N1)C(=O)N. Synergy scores: CSS=7.82, Synergy_ZIP=-1.99, Synergy_Bliss=-0.482, Synergy_Loewe=-2.67, Synergy_HSA=-0.460. Drug 1: COC1=CC(=CC(=C1O)OC)C2C3C(COC3=O)C(C4=CC5=C(C=C24)OCO5)OC6C(C(C7C(O6)COC(O7)C8=CC=CS8)O)O. (4) Drug 1: COC1=C(C=C2C(=C1)N=CN=C2NC3=CC(=C(C=C3)F)Cl)OCCCN4CCOCC4. Drug 2: C1=NC(=NC(=O)N1C2C(C(C(O2)CO)O)O)N. Cell line: SF-539. Synergy scores: CSS=7.86, Synergy_ZIP=-3.08, Synergy_Bliss=-0.158, Synergy_Loewe=-0.0871, Synergy_HSA=-0.129. (5) Drug 1: C(=O)(N)NO. Drug 2: CC(C)NC(=O)C1=CC=C(C=C1)CNNC.Cl. Cell line: SK-MEL-28. Synergy scores: CSS=2.58, Synergy_ZIP=-2.07, Synergy_Bliss=-2.93, Synergy_Loewe=0.431, Synergy_HSA=-1.67. (6) Drug 1: C1=CC(=C2C(=C1NCCNCCO)C(=O)C3=C(C=CC(=C3C2=O)O)O)NCCNCCO. Drug 2: COC1=NC(=NC2=C1N=CN2C3C(C(C(O3)CO)O)O)N. Cell line: SK-MEL-5. Synergy scores: CSS=25.1, Synergy_ZIP=-4.57, Synergy_Bliss=6.00, Synergy_Loewe=-13.7, Synergy_HSA=1.61. (7) Drug 2: CC1=C2C(C(=O)C3(C(CC4C(C3C(C(C2(C)C)(CC1OC(=O)C(C(C5=CC=CC=C5)NC(=O)C6=CC=CC=C6)O)O)OC(=O)C7=CC=CC=C7)(CO4)OC(=O)C)O)C)OC(=O)C. Synergy scores: CSS=7.37, Synergy_ZIP=-5.59, Synergy_Bliss=-7.82, Synergy_Loewe=-5.20, Synergy_HSA=-5.68. Drug 1: C1=NC2=C(N=C(N=C2N1C3C(C(C(O3)CO)O)F)Cl)N. Cell line: RXF 393. (8) Drug 1: C1=C(C(=O)NC(=O)N1)F. Drug 2: C#CCC(CC1=CN=C2C(=N1)C(=NC(=N2)N)N)C3=CC=C(C=C3)C(=O)NC(CCC(=O)O)C(=O)O. Cell line: HCC-2998. Synergy scores: CSS=21.6, Synergy_ZIP=-4.64, Synergy_Bliss=-9.83, Synergy_Loewe=-10.1, Synergy_HSA=-10.1.